Predict the product of the given reaction. From a dataset of Forward reaction prediction with 1.9M reactions from USPTO patents (1976-2016). (1) Given the reactants [Cl:1][C:2]1[C:7]([O:8][CH3:9])=[CH:6][C:5]([O:10][CH3:11])=[C:4]([Cl:12])[C:3]=1[C:13]1[C:24](=[O:25])[NH:23][C:16]2[N:17]=[C:18]([S:21][CH3:22])[N:19]=[CH:20][C:15]=2[CH:14]=1.I[CH2:27][CH2:28][O:29][CH:30]1[CH2:35][CH2:34][N:33]([C:36]([O:38][C:39]([CH3:42])([CH3:41])[CH3:40])=[O:37])[CH2:32][CH2:31]1.C([O-])([O-])=O.[K+].[K+], predict the reaction product. The product is: [Cl:1][C:2]1[C:7]([O:8][CH3:9])=[CH:6][C:5]([O:10][CH3:11])=[C:4]([Cl:12])[C:3]=1[C:13]1[C:24](=[O:25])[N:23]([CH2:27][CH2:28][O:29][CH:30]2[CH2:35][CH2:34][N:33]([C:36]([O:38][C:39]([CH3:40])([CH3:42])[CH3:41])=[O:37])[CH2:32][CH2:31]2)[C:16]2[N:17]=[C:18]([S:21][CH3:22])[N:19]=[CH:20][C:15]=2[CH:14]=1. (2) The product is: [CH2:9]([C:5]1[CH:6]=[CH:7][CH:8]=[C:3]([CH2:1][CH3:2])[C:4]=1[C:11]1[N:16]=[C:15]([O:17][CH3:18])[C:14]([CH:19]([CH2:20][CH2:21][CH3:22])[CH2:23][CH2:24][CH3:25])=[C:13]([CH3:26])[N:12]=1)[CH3:10]. Given the reactants [CH2:1]([C:3]1[CH:8]=[CH:7][CH:6]=[C:5]([CH2:9][CH3:10])[C:4]=1[C:11]1[N:16]=[C:15]([O:17][CH3:18])[C:14]([C:19]([CH2:23][CH2:24][CH3:25])=[CH:20][CH2:21][CH3:22])=[C:13]([CH3:26])[N:12]=1)[CH3:2], predict the reaction product.